This data is from Full USPTO retrosynthesis dataset with 1.9M reactions from patents (1976-2016). The task is: Predict the reactants needed to synthesize the given product. (1) Given the product [NH2:1][C:2]1[CH:10]=[CH:9][C:5]([C:6]([NH:13][CH2:14][CH2:15][N:16]2[CH2:21][CH2:20][O:19][CH2:18][CH2:17]2)=[O:8])=[CH:4][C:3]=1[O:11][CH3:12], predict the reactants needed to synthesize it. The reactants are: [NH2:1][C:2]1[CH:10]=[CH:9][C:5]([C:6]([OH:8])=O)=[CH:4][C:3]=1[O:11][CH3:12].[NH2:13][CH2:14][CH2:15][N:16]1[CH2:21][CH2:20][O:19][CH2:18][CH2:17]1.CCN(C(C)C)C(C)C.CN(C(ON1N=NC2C=CC=NC1=2)=[N+](C)C)C.F[P-](F)(F)(F)(F)F. (2) Given the product [Cl:22][C:23]1[C:28]([C:7]2[CH:8]=[C:3]([S:2][CH3:1])[N:4]=[CH:5][N:6]=2)=[N:27][CH:26]=[CH:25][N:24]=1, predict the reactants needed to synthesize it. The reactants are: [CH3:1][S:2][C:3]1[CH:8]=[C:7]([Sn](CCCC)(CCCC)CCCC)[N:6]=[CH:5][N:4]=1.[Cl:22][C:23]1[C:28](Cl)=[N:27][CH:26]=[CH:25][N:24]=1.C1C=CC(P(C2C=CC=CC=2)C2C=CC=CC=2)=CC=1. (3) Given the product [CH2:1]([N:3]1[C:7]2[CH:8]=[CH:9][C:10]([C:12]3[CH2:17][S:16][C:15](=[O:18])[N:14]([CH2:19][CH2:20][OH:21])[N:13]=3)=[CH:11][C:6]=2[N:5]=[C:4]1[C:28]1[CH:33]=[CH:32][CH:31]=[C:30]([O:34][CH3:35])[CH:29]=1)[CH3:2], predict the reactants needed to synthesize it. The reactants are: [CH2:1]([N:3]1[C:7]2[CH:8]=[CH:9][C:10]([C:12]3[CH2:17][S:16][C:15](=[O:18])[N:14]([CH2:19][CH2:20][O:21]C4CCCCO4)[N:13]=3)=[CH:11][C:6]=2[N:5]=[C:4]1[C:28]1[CH:33]=[CH:32][CH:31]=[C:30]([O:34][CH3:35])[CH:29]=1)[CH3:2].Cl. (4) Given the product [N:1]1[CH:9]=[C:8]2[C:4]([N:5]([CH2:10][C:11]3[CH:30]=[CH:29][C:14]4[N:15]=[C:16]([NH:18][C@@H:22]5[CH2:23][CH2:24][CH2:25][CH2:26][C@H:21]5[OH:20])[S:17][C:13]=4[CH:12]=3)[CH:6]=[N:7]2)=[N:3][CH:2]=1, predict the reactants needed to synthesize it. The reactants are: [N:1]1[CH:9]=[C:8]2[C:4]([N:5]([CH2:10][C:11]3[CH:30]=[CH:29][C:14]4[N:15]=[C:16]([N:18]5[C@@H:22]6[CH2:23][CH2:24][CH2:25][CH2:26][C@H:21]6[O:20]C5(C)C)[S:17][C:13]=4[CH:12]=3)[CH:6]=[N:7]2)=[N:3][CH:2]=1.C(Cl)Cl. (5) Given the product [N:36]1([S:40]([NH:43][C:9](=[O:10])[C:8]2[CH:12]=[C:4]([CH:1]3[CH2:3][CH2:2]3)[C:5]([CH2:14][O:15][C:16]3[CH:21]=[C:20]([Cl:22])[CH:19]=[C:18]([Cl:23])[CH:17]=3)=[CH:6][C:7]=2[F:13])(=[O:42])=[O:41])[CH2:39][CH2:38][CH2:37]1, predict the reactants needed to synthesize it. The reactants are: [CH:1]1([C:4]2[C:5]([CH2:14][O:15][C:16]3[CH:21]=[C:20]([Cl:22])[CH:19]=[C:18]([Cl:23])[CH:17]=3)=[CH:6][C:7]([F:13])=[C:8]([CH:12]=2)[C:9](O)=[O:10])[CH2:3][CH2:2]1.Cl.C(N=C=NCCCN(C)C)C.[N:36]1([S:40]([NH2:43])(=[O:42])=[O:41])[CH2:39][CH2:38][CH2:37]1. (6) Given the product [C:21]([C:8]1([C:6]2[CH:5]=[C:4]([NH:23][C:24]3[CH:29]=[C:28]([C:30]([F:33])([F:31])[F:32])[CH:27]=[CH:26][N:25]=3)[N:3]=[C:2]([N:38]3[CH2:39][CH2:40][C:36]([F:41])([F:35])[CH2:37]3)[N:7]=2)[CH2:13][CH2:12][N:11]([C:14]([O:16][C:17]([CH3:20])([CH3:19])[CH3:18])=[O:15])[CH2:10][CH2:9]1)#[N:22], predict the reactants needed to synthesize it. The reactants are: Cl[C:2]1[N:7]=[C:6]([C:8]2([C:21]#[N:22])[CH2:13][CH2:12][N:11]([C:14]([O:16][C:17]([CH3:20])([CH3:19])[CH3:18])=[O:15])[CH2:10][CH2:9]2)[CH:5]=[C:4]([NH:23][C:24]2[CH:29]=[C:28]([C:30]([F:33])([F:32])[F:31])[CH:27]=[CH:26][N:25]=2)[N:3]=1.Cl.[F:35][C:36]1([F:41])[CH2:40][CH2:39][NH:38][CH2:37]1.C(N(CC)C(C)C)(C)C.